From a dataset of Forward reaction prediction with 1.9M reactions from USPTO patents (1976-2016). Predict the product of the given reaction. (1) Given the reactants [C:1]([O:4][C:5]1[CH:13]=[CH:12][C:8]([C:9]([OH:11])=O)=[CH:7][CH:6]=1)(=[O:3])[CH3:2].ClCCl.C([O-])(O)=O.[Na+].Cl.[CH2:23]([O:30][NH2:31])[C:24]1[CH:29]=[CH:28][CH:27]=[CH:26][CH:25]=1, predict the reaction product. The product is: [C:1]([O:4][C:5]1[CH:6]=[CH:7][C:8]([C:9]([NH:31][O:30][CH2:23][C:24]2[CH:29]=[CH:28][CH:27]=[CH:26][CH:25]=2)=[O:11])=[CH:12][CH:13]=1)(=[O:3])[CH3:2]. (2) Given the reactants [C:1]([O:5][C:6]([NH:8][C:9]([CH3:15])([CH3:14])[CH2:10][C:11]([OH:13])=O)=[O:7])([CH3:4])([CH3:3])[CH3:2].ON1C2N=CC=CC=2N=N1.Cl.C(N=C=NCCCN(C)C)C.[C:38]([O:42][C:43]([N:45]1[CH2:50][CH2:49][CH:48]([CH2:51][NH:52][CH2:53][C@H:54]2[C:59](=[O:60])[NH:58][C@@H:57]([CH2:61][C:62]3[CH:71]=[CH:70][C:69]4[C:64](=[CH:65][CH:66]=[CH:67][CH:68]=4)[CH:63]=3)[C:56](=[O:72])[N:55]2[CH2:73][C:74]2[CH:79]=[CH:78][C:77]([C:80]3[CH:85]=[CH:84][CH:83]=[CH:82][CH:81]=3)=[CH:76][CH:75]=2)[CH2:47][CH2:46]1)=[O:44])([CH3:41])([CH3:40])[CH3:39].C(N(C(C)C)C(C)C)C.S([O-])(O)(=O)=O.[Na+], predict the reaction product. The product is: [C:38]([O:42][C:43]([N:45]1[CH2:46][CH2:47][CH:48]([CH2:51][N:52]([CH2:53][C@H:54]2[C:59](=[O:60])[NH:58][C@@H:57]([CH2:61][C:62]3[CH:71]=[CH:70][C:69]4[C:64](=[CH:65][CH:66]=[CH:67][CH:68]=4)[CH:63]=3)[C:56](=[O:72])[N:55]2[CH2:73][C:74]2[CH:75]=[CH:76][C:77]([C:80]3[CH:85]=[CH:84][CH:83]=[CH:82][CH:81]=3)=[CH:78][CH:79]=2)[C:11](=[O:13])[CH2:10][C:9]([NH:8][C:6]([O:5][C:1]([CH3:2])([CH3:3])[CH3:4])=[O:7])([CH3:15])[CH3:14])[CH2:49][CH2:50]1)=[O:44])([CH3:41])([CH3:39])[CH3:40]. (3) Given the reactants [CH3:1][C:2]1[C:31]([C:32]([F:35])([F:34])[F:33])=[CH:30][CH:29]=[CH:28][C:3]=1[CH2:4][N:5]1[C:10](=[O:11])[C:9]([C:12]([OH:14])=O)=[CH:8][N:7]([C:15]2[CH:20]=[CH:19][C:18]([N:21]3[CH2:25][CH2:24][NH:23][C:22]3=[O:26])=[CH:17][CH:16]=2)[C:6]1=[O:27].Cl.[CH3:37][O:38][C:39](=[O:43])[CH2:40][CH2:41][NH2:42].F[B-](F)(F)F.N1(O[C+](N(C)C)N(C)C)C2C=CC=CC=2N=N1.CN1CCOCC1, predict the reaction product. The product is: [CH3:1][C:2]1[C:31]([C:32]([F:35])([F:34])[F:33])=[CH:30][CH:29]=[CH:28][C:3]=1[CH2:4][N:5]1[C:10](=[O:11])[C:9]([C:12]([NH:42][CH2:41][CH2:40][C:39]([O:38][CH3:37])=[O:43])=[O:14])=[CH:8][N:7]([C:15]2[CH:20]=[CH:19][C:18]([N:21]3[CH2:25][CH2:24][NH:23][C:22]3=[O:26])=[CH:17][CH:16]=2)[C:6]1=[O:27].